Dataset: Forward reaction prediction with 1.9M reactions from USPTO patents (1976-2016). Task: Predict the product of the given reaction. Given the reactants [F:1][C:2]1[CH:7]=[CH:6][C:5]([F:8])=[CH:4][C:3]=1[CH:9]([S:22]([C:25]1[CH:30]=[CH:29][C:28]([F:31])=[CH:27][CH:26]=1)(=[O:24])=[O:23])[C:10]1[C:11]([CH3:21])=[CH:12][C:13]([C:16]([NH:18][CH2:19][OH:20])=[O:17])=[N:14][CH:15]=1.[N:32]1[CH:37]=[CH:36][CH:35]=[C:34]([CH2:38]O)[CH:33]=1.O.O.C1(C)C=CC(S(O)(=O)=O)=CC=1, predict the reaction product. The product is: [F:1][C:2]1[CH:7]=[CH:6][C:5]([F:8])=[CH:4][C:3]=1[CH:9]([S:22]([C:25]1[CH:26]=[CH:27][C:28]([F:31])=[CH:29][CH:30]=1)(=[O:24])=[O:23])[C:10]1[C:11]([CH3:21])=[CH:12][C:13]([C:16]([NH:18][CH2:19][O:20][CH2:38][C:34]2[CH:33]=[N:32][CH:37]=[CH:36][CH:35]=2)=[O:17])=[N:14][CH:15]=1.